Dataset: CYP2D6 inhibition data for predicting drug metabolism from PubChem BioAssay. Task: Regression/Classification. Given a drug SMILES string, predict its absorption, distribution, metabolism, or excretion properties. Task type varies by dataset: regression for continuous measurements (e.g., permeability, clearance, half-life) or binary classification for categorical outcomes (e.g., BBB penetration, CYP inhibition). Dataset: cyp2d6_veith. (1) The molecule is NC(=O)c1ccc(-c2nc(-c3ccc4c(c3)OCO4)c(-c3ccccn3)[nH]2)cc1. The result is 1 (inhibitor). (2) The compound is Cn1c(=O)n(CC#N)c2ccccc21. The result is 0 (non-inhibitor).